Dataset: Catalyst prediction with 721,799 reactions and 888 catalyst types from USPTO. Task: Predict which catalyst facilitates the given reaction. (1) Reactant: [Cl:1][C:2]1[CH:7]=[CH:6][C:5]([C:8]2([OH:34])[CH2:13][CH2:12][N:11]([CH2:14][CH2:15][CH:16]=[C:17]3[C:23]4[CH:24]=[CH:25][CH:26]=[CH:27][C:22]=4[CH2:21][O:20][C:19]4[CH:28]=[CH:29][C:30](OC)=[CH:31][C:18]3=4)[CH2:10][CH2:9]2)=[CH:4][CH:3]=1.[H-].[Na+].[CH3:37]I.O. Product: [Cl:1][C:2]1[CH:3]=[CH:4][C:5]([C:8]2([O:34][CH3:37])[CH2:9][CH2:10][N:11]([CH2:14][CH2:15][CH:16]=[C:17]3[C:23]4[CH:24]=[CH:25][CH:26]=[CH:27][C:22]=4[CH2:21][O:20][C:19]4[CH:28]=[CH:29][CH:30]=[CH:31][C:18]3=4)[CH2:12][CH2:13]2)=[CH:6][CH:7]=1. The catalyst class is: 39. (2) Reactant: C(OC([N:8]1[CH2:13][CH2:12][N:11]([C:14]2[C:19]([CH3:20])=[CH:18][C:17]([CH:21]3[CH2:23][CH2:22]3)=[CH:16][N:15]=2)[CH2:10][CH2:9]1)=O)(C)(C)C.[ClH:24].C(OCC)(=O)C.C(OCC)(=O)C. Product: [ClH:24].[CH:21]1([C:17]2[CH:18]=[C:19]([CH3:20])[C:14]([N:11]3[CH2:10][CH2:9][NH:8][CH2:13][CH2:12]3)=[N:15][CH:16]=2)[CH2:23][CH2:22]1. The catalyst class is: 22. (3) Reactant: [CH2:1]([NH:8][CH2:9][CH:10]([C:18]1[CH:23]=[CH:22][C:21]([Cl:24])=[C:20]([Cl:25])[CH:19]=1)[CH:11]1[CH2:15][O:14]C(C)(C)[O:12]1)[C:2]1[CH:7]=[CH:6][CH:5]=[CH:4][CH:3]=1.Cl.C(=O)([O-])O.[Na+]. Product: [CH2:1]([NH:8][CH2:9][CH:10]([C:18]1[CH:23]=[CH:22][C:21]([Cl:24])=[C:20]([Cl:25])[CH:19]=1)[CH:11]([OH:12])[CH2:15][OH:14])[C:2]1[CH:3]=[CH:4][CH:5]=[CH:6][CH:7]=1. The catalyst class is: 1. (4) Reactant: [CH:1]1([NH:4][C:5]([NH:7][C:8](=[O:19])[C:9]2[CH:14]=[C:13]([F:15])[C:12]([I:16])=[C:11]([CH3:17])[C:10]=2F)=[O:6])[CH2:3][CH2:2]1.[H-].[Na+].Cl. Product: [CH:1]1([N:4]2[C:10]3[C:9](=[CH:14][C:13]([F:15])=[C:12]([I:16])[C:11]=3[CH3:17])[C:8](=[O:19])[NH:7][C:5]2=[O:6])[CH2:3][CH2:2]1. The catalyst class is: 213. (5) Reactant: [CH3:1][C:2]([CH3:23])([CH3:22])[CH2:3][O:4][C:5]([C:7]1[CH:8]=[C:9](Br)[CH:10]=[C:11]2[C:16]=1[O:15][C:14]([CH3:18])([CH3:17])[CH2:13][C:12]2([CH3:20])[CH3:19])=[O:6].C(N(CC)CC)C.[CH3:31][Si:32]([C:35]#[CH:36])([CH3:34])[CH3:33].C(OCC)(=O)C. Product: [CH3:1][C:2]([CH3:23])([CH3:22])[CH2:3][O:4][C:5]([C:7]1[CH:8]=[C:9]([C:36]#[C:35][Si:32]([CH3:34])([CH3:33])[CH3:31])[CH:10]=[C:11]2[C:16]=1[O:15][C:14]([CH3:18])([CH3:17])[CH2:13][C:12]2([CH3:20])[CH3:19])=[O:6]. The catalyst class is: 730. (6) Reactant: P([O-])([O-])[O-].[C:5]([O:8][CH2:9]/[CH:10]=[CH:11]\[CH2:12][O:13][C:14](=[O:16])[CH3:15])(=O)[CH3:6].[CH2:17](O)[CH2:18]CC.C(OC(OCCCC)=CCC)CCC. Product: [C:14]([O:13][CH2:12][CH2:11][CH2:10][CH2:9][O:8][CH:5]=[CH:6][CH2:17][CH3:18])(=[O:16])[CH3:15]. The catalyst class is: 45.